From a dataset of Rat liver microsome stability data. Regression/Classification. Given a drug SMILES string, predict its absorption, distribution, metabolism, or excretion properties. Task type varies by dataset: regression for continuous measurements (e.g., permeability, clearance, half-life) or binary classification for categorical outcomes (e.g., BBB penetration, CYP inhibition). Dataset: rlm. The result is 0 (unstable in rat liver microsomes). The molecule is COCCn1ccc2c(C3=CCOCC3)nc(-c3cccc(NC(C)=O)c3)cc21.